Dataset: Full USPTO retrosynthesis dataset with 1.9M reactions from patents (1976-2016). Task: Predict the reactants needed to synthesize the given product. Given the product [C:2]([C:10]1[CH:11]=[C:12]([C@H:16]([NH:18][C:25]([NH2:26])=[S:24])[CH3:17])[CH:13]=[CH:14][CH:15]=1)(=[O:9])[C:3]1[CH:4]=[CH:5][CH:6]=[CH:7][CH:8]=1, predict the reactants needed to synthesize it. The reactants are: Cl.[C:2]([C:10]1[CH:11]=[C:12]([C@H:16]([NH2:18])[CH3:17])[CH:13]=[CH:14][CH:15]=1)(=[O:9])[C:3]1[CH:8]=[CH:7][CH:6]=[CH:5][CH:4]=1.OS(O)(=O)=O.[S-:24][C:25]#[N:26].[Na+].